This data is from Full USPTO retrosynthesis dataset with 1.9M reactions from patents (1976-2016). The task is: Predict the reactants needed to synthesize the given product. (1) Given the product [F:28][C:27]([F:30])([F:29])[C:25]([O-:31])=[O:26].[C:22]([C:21]#[C:20][C:17]1[CH:18]=[CH:19][C:14]([NH:13][C:11](=[O:12])[CH2:10][CH2:9][CH2:8][NH3+:7])=[CH:15][CH:16]=1)#[N:23], predict the reactants needed to synthesize it. The reactants are: C(OC(=O)[NH:7][CH2:8][CH2:9][CH2:10][C:11]([NH:13][C:14]1[CH:19]=[CH:18][C:17]([C:20]#[C:21][C:22]#[N:23])=[CH:16][CH:15]=1)=[O:12])(C)(C)C.[C:25]([OH:31])([C:27]([F:30])([F:29])[F:28])=[O:26]. (2) Given the product [F:25][C:23]1[CH:24]=[C:19]([CH:20]=[C:21]([F:26])[CH:22]=1)[CH2:18][C@H:2]([NH:1][C:29](=[O:30])[C:40]([OH:50])([CH3:39])[CH3:41])[C@H:3]([OH:17])[CH2:4][NH:5][C@@H:6]1[C:15]2[C:10](=[CH:11][CH:12]=[C:13]([I:16])[CH:14]=2)[O:9][CH2:8][CH2:7]1, predict the reactants needed to synthesize it. The reactants are: [NH2:1][C@@H:2]([CH2:18][C:19]1[CH:24]=[C:23]([F:25])[CH:22]=[C:21]([F:26])[CH:20]=1)[C@H:3]([OH:17])[CH2:4][NH:5][C@@H:6]1[C:15]2[C:10](=[CH:11][CH:12]=[C:13]([I:16])[CH:14]=2)[O:9][CH2:8][CH2:7]1.CC[C:29](O)=[O:30].C(Cl)CCl.C1C=C[C:39]2N(O)N=N[C:40]=2[CH:41]=1.CN(C=[O:50])C.C(Cl)Cl.